This data is from Full USPTO retrosynthesis dataset with 1.9M reactions from patents (1976-2016). The task is: Predict the reactants needed to synthesize the given product. (1) Given the product [ClH:15].[CH3:1][C:2]1[CH:14]=[CH:13][C:5]([CH:6]=[C:7]2[CH2:11][CH2:10][CH:9]([CH2:16][N:17]([CH3:19])[CH3:18])[C:8]2=[O:12])=[CH:4][CH:3]=1, predict the reactants needed to synthesize it. The reactants are: [CH3:1][C:2]1[CH:14]=[CH:13][C:5]([CH:6]=[C:7]2[CH2:11][CH2:10][CH2:9][C:8]2=[O:12])=[CH:4][CH:3]=1.[Cl-:15].[CH3:16][N+:17](=[CH2:19])[CH3:18]. (2) Given the product [CH3:69][O:68][C:65](=[O:67])[C:9]1[CH:10]=[CH:11][C:6]([C:3]([CH2:1][CH3:2])([C:14]2[CH:19]=[CH:18][C:17]([OH:20])=[C:16]([CH3:28])[CH:15]=2)[CH2:4][CH3:5])=[CH:7][C:8]=1[CH3:13], predict the reactants needed to synthesize it. The reactants are: [CH2:1]([C:3]([C:14]1[CH:19]=[CH:18][C:17]([O:20]S(C(F)(F)F)(=O)=O)=[C:16]([CH3:28])[CH:15]=1)([C:6]1[CH:11]=[CH:10][C:9](O)=[C:8]([CH3:13])[CH:7]=1)[CH2:4][CH3:5])[CH3:2].C1C=CC(P(C2C=CC=CC=2)CCCP(C2C=CC=CC=2)C2C=CC=CC=2)=CC=1.CCN(CC)CC.[C:65]([O:68][CH2:69]C)(=[O:67])C. (3) Given the product [NH2:26][C:27]1[C:28]([C:35]([N:37]=[C:38]([NH2:41])[NH:1][CH2:2][CH2:3][CH2:4][CH2:5][CH2:6][CH2:7][CH2:8][CH2:9][CH2:10][CH2:11][CH2:12][C:13]([OH:15])=[O:14])=[O:36])=[N:29][C:30]([Cl:34])=[C:31]([NH2:33])[N:32]=1, predict the reactants needed to synthesize it. The reactants are: [NH2:1][CH2:2][CH2:3][CH2:4][CH2:5][CH2:6][CH2:7][CH2:8][CH2:9][CH2:10][CH2:11][CH2:12][C:13]([OH:15])=[O:14].C(N(C(C)C)CC)(C)C.I.[NH2:26][C:27]1[C:28]([C:35]([NH:37][C:38](=[NH:41])SC)=[O:36])=[N:29][C:30]([Cl:34])=[C:31]([NH2:33])[N:32]=1. (4) Given the product [C:1]1([CH:7]2[CH2:16][CH2:15][C:14]3[C:9](=[CH:10][CH:11]=[C:12]([O:17][CH:18]4[CH2:23][CH2:22][C:21]([CH2:25][CH2:26][CH3:27])([OH:24])[CH2:20][CH2:19]4)[CH:13]=3)[O:8]2)[CH:2]=[CH:3][CH:4]=[CH:5][CH:6]=1, predict the reactants needed to synthesize it. The reactants are: [C:1]1([CH:7]2[CH2:16][CH2:15][C:14]3[C:9](=[CH:10][CH:11]=[C:12]([O:17][CH:18]4[CH2:23][CH2:22][C:21](=[O:24])[CH2:20][CH2:19]4)[CH:13]=3)[O:8]2)[CH:6]=[CH:5][CH:4]=[CH:3][CH:2]=1.[CH2:25]([Mg]Cl)[CH2:26][CH3:27].C(OCC)C.[Cl-].[NH4+]. (5) Given the product [CH3:41][C:33]1[CH:34]=[C:35]([C:2]2[CH:31]=[CH:30][C:5]3[N:6]([C:9]4[S:13][C:12]([C:14]([NH2:16])=[O:15])=[C:11]([O:17][C@@H:18]([C:20]5[CH:25]=[CH:24][CH:23]=[CH:22][C:21]=5[C:26]([F:27])([F:29])[F:28])[CH3:19])[CH:10]=4)[CH:7]=[N:8][C:4]=3[CH:3]=2)[CH:36]=[CH:37][N:32]=1, predict the reactants needed to synthesize it. The reactants are: Br[C:2]1[CH:31]=[CH:30][C:5]2[N:6]([C:9]3[S:13][C:12]([C:14]([NH2:16])=[O:15])=[C:11]([O:17][CH:18]([C:20]4[CH:25]=[CH:24][CH:23]=[CH:22][C:21]=4[C:26]([F:29])([F:28])[F:27])[CH3:19])[CH:10]=3)[CH:7]=[N:8][C:4]=2[CH:3]=1.[N:32]1[CH:37]=[CH:36][C:35](B(O)O)=[CH:34][C:33]=1[CH3:41].